From a dataset of Catalyst prediction with 721,799 reactions and 888 catalyst types from USPTO. Predict which catalyst facilitates the given reaction. (1) Reactant: [C:1]([O:5][C:6]([N:8]1[CH2:13][CH2:12][C:11]([OH:18])([CH2:14][CH2:15][CH2:16][OH:17])[CH2:10][CH2:9]1)=[O:7])([CH3:4])([CH3:3])[CH3:2].CC(OI1(OC(C)=O)(OC(C)=O)OC(=O)C2C=CC=CC1=2)=O. Product: [C:1]([O:5][C:6]([N:8]1[CH2:9][CH2:10][C:11]2([O:18][CH:16]([OH:17])[CH2:15][CH2:14]2)[CH2:12][CH2:13]1)=[O:7])([CH3:4])([CH3:2])[CH3:3]. The catalyst class is: 2. (2) Reactant: [C:1]([C:9]1[C:10]([OH:22])=[C:11]([C:16]([CH3:21])=[CH:17][C:18]([OH:20])=[O:19])[CH:12]=[CH:13][C:14]=1[OH:15])(=[O:8])[C:2]1[CH:7]=[CH:6][CH:5]=[CH:4][CH:3]=1.[CH3:23][C:24](=[CH:26][CH2:27][CH2:28][CH:29]([CH2:31][CH2:32]O)[CH3:30])[CH3:25].C1(C)C=CC(S(O)(=O)=O)=CC=1. Product: [CH3:30][CH:29]([CH2:28][CH2:27][CH2:26][C:24]([CH3:25])=[CH2:23])[CH2:31][CH2:32][O:19][C:18](=[O:20])/[CH:17]=[C:16](/[C:11]1[CH:12]=[CH:13][C:14]([OH:15])=[C:9]([C:1](=[O:8])[C:2]2[CH:3]=[CH:4][CH:5]=[CH:6][CH:7]=2)[C:10]=1[OH:22])\[CH3:21]. The catalyst class is: 244.